This data is from Catalyst prediction with 721,799 reactions and 888 catalyst types from USPTO. The task is: Predict which catalyst facilitates the given reaction. (1) Reactant: Cl[C:2]1[CH:7]=[C:6]([O:8][CH2:9][C:10]#[C:11][CH3:12])[N:5]=[CH:4][N:3]=1.C(=O)([O-])[O-].[K+].[K+].[F:19][C:20]1[CH:25]=[CH:24][CH:23]=[CH:22][C:21]=1[OH:26].[Cl-].[NH4+]. Product: [F:19][C:20]1[CH:25]=[CH:24][CH:23]=[CH:22][C:21]=1[O:26][C:2]1[CH:7]=[C:6]([O:8][CH2:9][C:10]#[C:11][CH3:12])[N:5]=[CH:4][N:3]=1. The catalyst class is: 9. (2) Reactant: Cl[C:2]1[N:7]=[CH:6][C:5]([S:8]([NH:11][C:12]2[S:13][CH:14]=[CH:15][N:16]=2)(=[O:10])=[O:9])=[CH:4][CH:3]=1.[OH-].[NH4+:18]. Product: [NH2:18][C:2]1[N:7]=[CH:6][C:5]([S:8]([NH:11][C:12]2[S:13][CH:14]=[CH:15][N:16]=2)(=[O:10])=[O:9])=[CH:4][CH:3]=1. The catalyst class is: 8. (3) Reactant: [C:1]1([CH3:19])[CH:6]=[CH:5][C:4]([S:7]([N:10]2[C:14]3=[N:15][CH:16]=[CH:17][CH:18]=[C:13]3[CH:12]=[CH:11]2)(=[O:9])=[O:8])=[CH:3][CH:2]=1.C([Li])CCC.[I:25]I. Product: [I:25][C:11]1[N:10]([S:7]([C:4]2[CH:3]=[CH:2][C:1]([CH3:19])=[CH:6][CH:5]=2)(=[O:9])=[O:8])[C:14]2=[N:15][CH:16]=[CH:17][CH:18]=[C:13]2[CH:12]=1. The catalyst class is: 7. (4) Reactant: Br[C:2]1[CH:3]=[C:4]([CH:29]=[CH:30][CH:31]=1)[C:5]([NH:7][C:8]1[N:9]=[N:10][C:11]([N:14]2[C:18]([C:19]([F:22])([F:21])[F:20])=[CH:17][C:16]([C:23]3[CH:24]=[N:25][CH:26]=[CH:27][CH:28]=3)=[N:15]2)=[CH:12][CH:13]=1)=[O:6].[NH:32]1[CH2:42][CH2:41][CH:35]([C:36]([O:38][CH2:39][CH3:40])=[O:37])[CH2:34][CH2:33]1.N1CCC[C@H]1C(O)=O.C(=O)([O-])[O-].[K+].[K+]. Product: [CH2:39]([O:38][C:36]([CH:35]1[CH2:41][CH2:42][N:32]([C:2]2[CH:31]=[CH:30][CH:29]=[C:4]([C:5](=[O:6])[NH:7][C:8]3[N:9]=[N:10][C:11]([N:14]4[C:18]([C:19]([F:22])([F:21])[F:20])=[CH:17][C:16]([C:23]5[CH:24]=[N:25][CH:26]=[CH:27][CH:28]=5)=[N:15]4)=[CH:12][CH:13]=3)[CH:3]=2)[CH2:33][CH2:34]1)=[O:37])[CH3:40]. The catalyst class is: 156.